Dataset: Forward reaction prediction with 1.9M reactions from USPTO patents (1976-2016). Task: Predict the product of the given reaction. (1) Given the reactants [Cl:1][C:2]1[CH:7]=[CH:6][CH:5]=[CH:4][C:3]=1[C:8]1[CH:17]=[C:16]([CH:18]=O)[CH:15]=[C:14]2[C:9]=1[CH2:10][NH:11][C:12](=[O:28])[N:13]2[C:20]1[C:25]([Cl:26])=[CH:24][CH:23]=[CH:22][C:21]=1[Cl:27].[C:29]([N:36]1[CH2:41][CH2:40][NH:39][CH:38]([CH3:42])[CH2:37]1)([O:31][C:32]([CH3:35])([CH3:34])[CH3:33])=[O:30].C(O[BH-](OC(=O)C)OC(=O)C)(=O)C.[Na+].C(O)(=O)C, predict the reaction product. The product is: [Cl:1][C:2]1[CH:7]=[CH:6][CH:5]=[CH:4][C:3]=1[C:8]1[CH:17]=[C:16]([CH2:18][N:39]2[CH2:40][CH2:41][N:36]([C:29]([O:31][C:32]([CH3:35])([CH3:34])[CH3:33])=[O:30])[CH2:37][CH:38]2[CH3:42])[CH:15]=[C:14]2[C:9]=1[CH2:10][NH:11][C:12](=[O:28])[N:13]2[C:20]1[C:21]([Cl:27])=[CH:22][CH:23]=[CH:24][C:25]=1[Cl:26]. (2) The product is: [C:1]([C:5]1[CH:15]=[CH:14][C:8]([O:9][CH2:10][C:11]([NH:34][CH2:35][C:36]2[CH:41]=[CH:40][C:39]([NH:42][S:43]([CH3:46])(=[O:45])=[O:44])=[C:38]([F:47])[CH:37]=2)=[O:13])=[C:7]([Cl:16])[CH:6]=1)([CH3:2])([CH3:3])[CH3:4]. Given the reactants [C:1]([C:5]1[CH:15]=[CH:14][C:8]([O:9][CH2:10][C:11]([OH:13])=O)=[C:7]([Cl:16])[CH:6]=1)([CH3:4])([CH3:3])[CH3:2].[Cl-].ClC1N(C)CC[NH+]1C.C(N(CC)CC)C.Cl.[NH2:34][CH2:35][C:36]1[CH:41]=[CH:40][C:39]([NH:42][S:43]([CH3:46])(=[O:45])=[O:44])=[C:38]([F:47])[CH:37]=1, predict the reaction product. (3) Given the reactants [C:1]([C:4]1[CH:5]=[C:6]([CH:20]=[CH:21][CH:22]=1)[CH2:7][N:8]1[C:17]2[CH2:16][CH2:15][CH2:14][CH2:13][C:12]=2[C:11](=[O:18])[NH:10][C:9]1=[O:19])(O)=[O:2].[N:23]1[CH:28]=[CH:27][CH:26]=[N:25][C:24]=1[N:29]1[CH2:34][CH2:33][NH:32][CH2:31][CH2:30]1.F[P-](F)(F)(F)(F)F.N1(OC(N(C)C)=[N+](C)C)C2N=CC=CC=2N=N1.C(N(CC)C(C)C)(C)C, predict the reaction product. The product is: [N:23]1[CH:28]=[CH:27][CH:26]=[N:25][C:24]=1[N:29]1[CH2:34][CH2:33][N:32]([C:1]([C:4]2[CH:5]=[C:6]([CH:20]=[CH:21][CH:22]=2)[CH2:7][N:8]2[C:17]3[CH2:16][CH2:15][CH2:14][CH2:13][C:12]=3[C:11](=[O:18])[NH:10][C:9]2=[O:19])=[O:2])[CH2:31][CH2:30]1. (4) Given the reactants [CH:1]([C:4]1[C:8]([CH2:9][CH2:10][CH2:11][OH:12])=[CH:7][N:6]([C:13]2[CH:18]=[CH:17][C:16]([C:19]([F:22])([F:21])[F:20])=[CH:15][N:14]=2)[N:5]=1)([CH3:3])[CH3:2].[CH:23]1([N:29]2[C:33]([CH2:34][CH2:35][C:36]([O:38]CC)=[O:37])=[CH:32][C:31](O)=[N:30]2)[CH2:28][CH2:27][CH2:26][CH2:25][CH2:24]1.C(P(CCCC)CCCC)CCC.N(C(N1CCCCC1)=O)=NC(N1CCCCC1)=O, predict the reaction product. The product is: [CH:23]1([N:29]2[C:33]([CH2:34][CH2:35][C:36]([OH:38])=[O:37])=[CH:32][C:31]([O:12][CH2:11][CH2:10][CH2:9][C:8]3[C:4]([CH:1]([CH3:3])[CH3:2])=[N:5][N:6]([C:13]4[CH:18]=[CH:17][C:16]([C:19]([F:21])([F:20])[F:22])=[CH:15][N:14]=4)[CH:7]=3)=[N:30]2)[CH2:24][CH2:25][CH2:26][CH2:27][CH2:28]1. (5) Given the reactants [C:1](Cl)(=[O:3])[CH3:2].[Cl:5][C:6]1[CH:11]=[CH:10][C:9]([CH2:12][CH2:13][C:14]([OH:16])=[O:15])=[CH:8][C:7]=1[NH:17][C:18](=[O:49])[CH2:19][C@H:20]1[O:26][C@H:25]([C:27]2[CH:32]=[CH:31][CH:30]=[C:29]([O:33][CH3:34])[C:28]=2[O:35][CH3:36])[C:24]2[CH:37]=[C:38]([Cl:41])[CH:39]=[CH:40][C:23]=2[N:22]([CH2:42][C:43]([CH3:47])([CH3:46])[CH2:44][OH:45])[C:21]1=[O:48].N1C=CC=CC=1.C(OCC)(=O)C, predict the reaction product. The product is: [Cl:5][C:6]1[CH:11]=[CH:10][C:9]([CH2:12][CH2:13][C:14]([OH:16])=[O:15])=[CH:8][C:7]=1[NH:17][C:18](=[O:49])[CH2:19][C@H:20]1[O:26][C@H:25]([C:27]2[CH:32]=[CH:31][CH:30]=[C:29]([O:33][CH3:34])[C:28]=2[O:35][CH3:36])[C:24]2[CH:37]=[C:38]([Cl:41])[CH:39]=[CH:40][C:23]=2[N:22]([CH2:42][C:43]([CH3:46])([CH3:47])[CH2:44][O:45][C:1](=[O:3])[CH3:2])[C:21]1=[O:48]. (6) The product is: [Br:6][C:7]1[C:8]([CH3:16])=[CH:9][C:10]([C:11]([OH:13])=[O:12])=[CH:14][C:15]=1[S:2]([Cl:1])(=[O:5])=[O:3]. Given the reactants [Cl:1][S:2]([OH:5])(=O)=[O:3].[Br:6][C:7]1[CH:15]=[CH:14][C:10]([C:11]([OH:13])=[O:12])=[CH:9][C:8]=1[CH3:16], predict the reaction product.